Task: Regression/Classification. Given a drug SMILES string, predict its absorption, distribution, metabolism, or excretion properties. Task type varies by dataset: regression for continuous measurements (e.g., permeability, clearance, half-life) or binary classification for categorical outcomes (e.g., BBB penetration, CYP inhibition). Dataset: rlm.. Dataset: Rat liver microsome stability data The compound is COc1cc(OC)c2c(c1Cl)O[C@]1(C2=O)C(OCc2ccccc2)=C/C(=N\O)C[C@H]1C. The result is 0 (unstable in rat liver microsomes).